This data is from Full USPTO retrosynthesis dataset with 1.9M reactions from patents (1976-2016). The task is: Predict the reactants needed to synthesize the given product. (1) Given the product [C:4]([C:3]([C:2](=[O:1])[CH2:6][CH3:7])=[CH:8][C:10]1[CH:17]=[CH:16][C:13]([C:14]#[N:15])=[CH:12][CH:11]=1)#[N:5], predict the reactants needed to synthesize it. The reactants are: [O:1]=[C:2]([CH2:6][CH3:7])[CH2:3][C:4]#[N:5].[CH:8]([C:10]1[CH:17]=[CH:16][C:13]([C:14]#[N:15])=[CH:12][CH:11]=1)=O.N1CCC[C@H]1C(O)=O. (2) Given the product [CH2:1]([O:3][C:4]1[C:12]2[O:11][CH:10]([CH3:13])[CH2:9][C:8]=2[C:7]([CH3:14])=[C:6]([N:15]2[CH2:20][CH2:19][N:18]([C:23]3[CH:28]=[CH:27][C:26]([O:29][CH3:30])=[C:25]([CH3:31])[CH:24]=3)[CH2:17][CH2:16]2)[C:5]=1[CH3:21])[CH3:2], predict the reactants needed to synthesize it. The reactants are: [CH2:1]([O:3][C:4]1[C:12]2[O:11][CH:10]([CH3:13])[CH2:9][C:8]=2[C:7]([CH3:14])=[C:6]([N:15]2[CH2:20][CH2:19][NH:18][CH2:17][CH2:16]2)[C:5]=1[CH3:21])[CH3:2].Br[C:23]1[CH:28]=[CH:27][C:26]([O:29][CH3:30])=[C:25]([CH3:31])[CH:24]=1. (3) The reactants are: [OH:1][C:2]1[C:3]2[N:4]([CH:28]=[CH:29][N:30]=2)[C:5]([C:16]2[CH:17]=[N:18][C:19]([N:22]3[CH2:26][CH2:25][CH2:24][C:23]3=[O:27])=[CH:20][CH:21]=2)=[C:6]([C:8]2[CH:15]=[CH:14][C:11]([C:12]#[N:13])=[CH:10][CH:9]=2)[N:7]=1.C(N(CC)CC)C.[C:38]1([CH3:48])[CH:43]=[CH:42][C:41]([S:44](Cl)(=[O:46])=[O:45])=[CH:40][CH:39]=1. Given the product [CH3:48][C:38]1[CH:43]=[CH:42][C:41]([S:44]([O:1][C:2]2[C:3]3[N:4]([CH:28]=[CH:29][N:30]=3)[C:5]([C:16]3[CH:17]=[N:18][C:19]([N:22]4[CH2:26][CH2:25][CH2:24][C:23]4=[O:27])=[CH:20][CH:21]=3)=[C:6]([C:8]3[CH:15]=[CH:14][C:11]([C:12]#[N:13])=[CH:10][CH:9]=3)[N:7]=2)(=[O:46])=[O:45])=[CH:40][CH:39]=1, predict the reactants needed to synthesize it. (4) Given the product [F:1][C:2]1[CH:7]=[CH:6][C:5]([C:8]#[C:9][C@:10]2([OH:17])[CH2:14][CH2:13][N:12]([CH3:15])[C:11]2=[O:16])=[CH:4][C:3]=1[C:18]1[N:23]=[C:22]([C:24]([NH2:29])=[O:26])[CH:21]=[CH:20][CH:19]=1, predict the reactants needed to synthesize it. The reactants are: [F:1][C:2]1[CH:7]=[CH:6][C:5]([C:8]#[C:9][C@:10]2([OH:17])[CH2:14][CH2:13][N:12]([CH3:15])[C:11]2=[O:16])=[CH:4][C:3]=1[C:18]1[N:23]=[C:22]([C:24]([O:26]CC)=O)[CH:21]=[CH:20][CH:19]=1.[NH3:29]. (5) Given the product [Cl:16][C:7]1[C:6]2[C:11](=[CH:12][C:3]([O:2][CH3:1])=[CH:4][CH:5]=2)[N:10]=[CH:9][CH:8]=1, predict the reactants needed to synthesize it. The reactants are: [CH3:1][O:2][C:3]1[CH:12]=[C:11]2[C:6]([C:7](O)=[CH:8][CH:9]=[N:10]2)=[CH:5][CH:4]=1.O=P(Cl)(Cl)[Cl:16]. (6) The reactants are: [Cl:1][C:2]1[C:3]([N:13]2[CH2:18][CH2:17][NH:16][CH2:15][CH2:14]2)=[N:4][CH:5]=[C:6]([CH:12]=1)[C:7]([O:9][CH2:10][CH3:11])=[O:8].[N:19]([C:22]1[CH:27]=[CH:26][CH:25]=[C:24]([S:28][CH3:29])[CH:23]=1)=[C:20]=[O:21]. Given the product [Cl:1][C:2]1[C:3]([N:13]2[CH2:18][CH2:17][N:16]([C:20]([NH:19][C:22]3[CH:27]=[CH:26][CH:25]=[C:24]([S:28][CH3:29])[CH:23]=3)=[O:21])[CH2:15][CH2:14]2)=[N:4][CH:5]=[C:6]([CH:12]=1)[C:7]([O:9][CH2:10][CH3:11])=[O:8], predict the reactants needed to synthesize it. (7) Given the product [CH2:1]([C:8]1[S:9][C:10]2[CH:16]=[C:15]([CH2:17][Br:25])[CH:14]=[CH:13][C:11]=2[N:12]=1)[C:2]1[CH:7]=[CH:6][CH:5]=[CH:4][CH:3]=1, predict the reactants needed to synthesize it. The reactants are: [CH2:1]([C:8]1[S:9][C:10]2[CH:16]=[C:15]([CH3:17])[CH:14]=[CH:13][C:11]=2[N:12]=1)[C:2]1[CH:7]=[CH:6][CH:5]=[CH:4][CH:3]=1.C1C(=O)N([Br:25])C(=O)C1.CC(N=NC(C#N)(C)C)(C#N)C.C(Cl)(Cl)(Cl)Cl. (8) Given the product [CH3:1][O:2][CH2:3][C@@H:4]([O:6][C:7]1[CH:12]=[C:11]([OH:13])[CH:10]=[C:9]([C:24]2[NH:28][C:27]([C:29]3[O:30][CH2:31][C@@H:32]([CH3:34])[N:33]=3)=[CH:26][CH:25]=2)[CH:8]=1)[CH3:5], predict the reactants needed to synthesize it. The reactants are: [CH3:1][O:2][CH2:3][C@@H:4]([O:6][C:7]1[CH:8]=[C:9]([C:24]2[NH:28][C:27]([C:29]3[O:30][CH2:31][C@@H:32]([CH3:34])[N:33]=3)=[CH:26][CH:25]=2)[CH:10]=[C:11]([O:13][Si](C(C)C)(C(C)C)C(C)C)[CH:12]=1)[CH3:5].[F-].C([N+](CCCC)(CCCC)CCCC)CCC.[Cl-].[NH4+].